This data is from Human Reference Interactome with 51,813 positive PPI pairs across 8,248 proteins, plus equal number of experimentally-validated negative pairs. The task is: Binary Classification. Given two protein amino acid sequences, predict whether they physically interact or not. (1) Protein 1 (ENSG00000203950) has sequence MDGRVQLMKALLAGPLRPAARRWRNPIPFPETFDGDTDRLPEFIVQTSSYMFVDENTFSNDALKVTFLITRLTGPALQWVIPYIRKESPLLNDYRGFLAEMKRVFGWEEDEDF*. Protein 2 (ENSG00000163283) has sequence MLGPCMLLLLLLLGLRLQLSLGIIPVEEENPDFWNREAAEALGAAKKLQPAQTAAKNLIIFLGDGMGVSTVTAARILKGQKKDKLGPEIPLAMDRFPYVALSKTYNVDKHVPDSGATATAYLCGVKGNFQTIGLSAAARFNQCNTTRGNEVISVMNRAKKAGKSVGVVTTTRVQHASPAGTYAHTVNRNWYSDADVPASARQEGCQDIATQLISNMDIDVILGGGRKYMFRMGTPDPEYPDDYSQGGTRLDGKNLVQEWLAKRQGARYVWNRTELMQASLDPSVTHLMGLFEPGDMKYEI.... Result: 0 (the proteins do not interact). (2) Protein 1 (ENSG00000149273) has sequence MAVQISKKRKFVADGIFKAELNEFLTRELAEDGYSGVEVRVTPTRTEIIILATRTQNVLGEKGRRIRELTAVVQKRFGFPEGSVELKIMVMVTGYPLLPLKLYAEKVATRGLCAIAQAESLRYKLLGGLAVRRACYGVLRFIMESGAKGCEVVVSGKLRGQRAKSMKFVDGLMIHSGDPVNYYVDTAVRHVLLRQGVLGIKVKIMLPWDPTGKIGPKKPLPDHVSIVEPKDEILPTTPISEQKGGKPEPPAMPQPVPTA*MESGAKGCEVVVSGKLRGQRAKSMKFVDGLMIHSGDPVNY.... Protein 2 (ENSG00000133980) has sequence MTSRNQLVQKVLQELQEAVECEGLEGLIGASLEAKQVLSSFTLPTCREGGPGLQVLEVDSVALSLYPEDAPRNMLPLVCKGEGSLLFEAASMLLWGDAGLSLELRARTVVEMLLHRHYYLQGMIDSKVMLQAVRYSLCSEESPEMTSLPPATLEAIFDADVKASCFPSSFSNVWHLYALASVLQRNIYSIYPMRNLKIRPYFNRVIRPRRCDHVPSTLHIMWAGQPLTSHFFRHQYFAPVVGLEEVEAEGAPGVAPALPALAPLSSPAKTLELLNREPGLSYSHLCERYSVTKSTFYRWR.... Result: 0 (the proteins do not interact). (3) Protein 1 (ENSG00000114446) has sequence MTAALAVVTTSGLEDGVPRSRGEGTGEVVLERGPGAAYHMFVVMEDLVEKLKLLRYEEEFLRKSNLKAPSRHYFALPTNPGEQFYMFCTLAAWLINKAGRPFEQPQEYDDPNATISNILSELRSFGRTADFPPSKLKSGYGEHVCYVLDCFAEEALKYIGFTWKRPIYPVEELEEESVAEDDAELTLNKVDEEFVEEETDNEENFIDLNVLKAQTYHLDMNETAKQEDILESTTDAAEWSLEVERVLPQLKVTIRTDNKDWRIHVDQMHQHRSGIESALKETKGFLDKLHNEITRTLEKI.... Protein 2 (ENSG00000182628) has sequence MEAEVDKLELMFQKAESDLDYIQYRLEYEIKTNHPDSASEKNPVTLLKELSVIKSRYQTLYARFKPVAVEQKESKSRICATVKKTMNMIQKLQKQTDLELSPLTKEEKTAAEQFKFHMPDL*MASEVGHNLESPETPGGGGWTRVEFPPPAPKGAATVWCLNRLGSRKLSLIWITFNTGWNMKSRLIILIQQVSCHH*MEAEVDKLELMFQKAESDLDYIQYRLEYEIKTNHPDSASETESHSVVQTGVQWHDHGSLQL*MEAEVDKLELMFQKAESDLDYIQYRLEYEIKTNHPDSASE.... Result: 1 (the proteins interact). (4) Protein 1 (ENSG00000185046) has sequence SIWRGPNVNCTDSSGYTALHHAALNGHKDIVLKLLQYEASTNVADNKGYFPIHLAAWKGDVEIVKILIHHGPSHSRVNEQNNENETALHCAAQYGHSEVVAVLLEELTDPTIRNSKLETPLDLAALYGRLRVVKMIISAHPNLMSCNTRKHTPLHLAARNGHKAVVQVLLEAGMDVSCQTEKGSALHEAALFGKVDVVRVLLETGIDANIKDSLGRTVLDILKEHPSQKSLQIATLLQEYLEGVGRSTVLEEPVQEDATQETHISSPVESPSQKTKSETVTGELSKLLDEIKLCQEKDYS.... Protein 2 (ENSG00000163599) has sequence MACLGFQRHKAQLNLATRTWPCTLLFFLLFIPVFCKAMHVAQPAVVLASSRGIASFVCEYASPGKATEVRVTVLRQADSQVTEVCAATYMMGNELTFLDDSICTGTSSGNQVNLTIQGLRAMDTGLYICKVELMYPPPYYLGIGNGTQIYVIAKEKKPSYNRGLCENAPNRARM*MACLGFQRHKAQLNLATRTWPCTLLFFLLFIPVFCKAMHVAQPAVVLASSRGIASFVSKEKKPSYNRGLCENAPNRARM*MACLGFQRHKAQLNLATRTWPCTLLFFLLFIPVFCKAKEKKPSYN.... Result: 0 (the proteins do not interact). (5) Protein 1 (ENSG00000075539) has sequence MSNITIDPDVKPGEYVIKSLFAEFAVQAEKKIEVVMAEPLEKLLSRSLQRGEDLQFDQLISSMSSVAEHCLPSLLRTLFDWYRRQNGTEDESYEYRPRSSTKSKGDEQQRERDYLLERRDLAVDFIFCLVLVEVLKQIPVHPVPDPLVHEVLNLAFKHFKHKEGYSGTNTGNVHIIADLYAEVIGVLAQSKFQAVRKKFVTELKELRQKEQSPHVVQSVISLIMGMKFFRVKMYPVEDFEASFQFMQECAQYFLEVKDKDIKHALAGLFVEILIPVAAAVKNEVNVPCLKNFVEMLYQTT.... Protein 2 (ENSG00000163947) has sequence MVAKDYPFYLTVKRANCSLELPPASGPAKDAEEPSNKRVKPLSRVTSLANLIPPVKATPLKRFSQTLQRSISFRSESRPDILAPRPWSRNAAPSSTKRRDSKLWSETFDVCVNQMLTSKEIKRQEAIFELSQGEEDLIEDLKLAKKAYHDPMLKLSIMTEQELNQIFGTLDSLIPLHEELLSQLRDVRKPDGSTEHVGPILVGWLPCLSSYDSYCSNQVAAKALLDHKKQDHRVQDFLQRCLESPFSRKLDLWNFLDIPRSRLVKYPLLLREILRHTPNDNPDQQHLEEAINIIQGIVAE.... Result: 0 (the proteins do not interact). (6) Protein 1 (ENSG00000163584) has sequence MAPQKDRKPKRSTWRFNLDLTHPVEDGIFDSGNFEQFLREKVKVNGKTGNLGNVVHIERFKNKITVVSEKQFSKRYLKYLTKKYLKKNNLRDWLRVVASDKETYELRYFQISQDEDESESED*GQKHNQDARILNCFSRLPGSCHEQKDRKPKRSTWRFNLDLTHPVEDGIFDSGNFEQFLREKVKVNGKTGNLGNVVHIERFKNKITVVSEKQFSKRYLKYLTKKYLKKNNLRDWLRVVASDKETYELRYFQISQDEDESESED*MAPKDRKPKRSTWRFNLDLTHPVEDGIFDSGNFE.... Protein 2 (ENSG00000183036) has sequence MSERQGAGATNGKDKTSGENDGQKKVQEEFDIDMDAPETERAAVAIQSQFRKFQKKKAGSQS*MSERQGAGATNGKDKTSGENVGCPILFLTHS*. Result: 0 (the proteins do not interact). (7) Protein 1 (ENSG00000004779) has sequence MASRVLSAYVSRLPAAFAPLPRVRMLAVARPLSTALCSAGTQTRLGTLQPALVLAQVPGRVTQLCRQYSDMPPLTLEGIQDRVLYVLKLYDKIDPEKLSVNSHFMKDLGLDSLDQVEIIMAMEDEFGFEIPDIDAEKLMCPQEIVDYIADKKDVYE*MASRVLSAYVSRLPAAFAPLPRVRMLAVARPLSTALCSAGTQTRLGTLQPALVLAQHLLPVSRTPGSNSRKQAK*XLSAYVSRLPAAFAPLPRVRMLAVARPLSTALCSAGTQTRLGTLQPALVLAQLSVNSHFMKDLGLDSL.... Protein 2 (ENSG00000184515) has sequence MENVPKENKVVEKAPVQNEAPALGGGEYQEPGGNVKGVWAPPAPGFGEDVPNRLVDNIDMIDGDGDDMERFMEEMRELRRKIRELQLRYSLRILIGDPPHHDHHDEFCLMP*. Result: 1 (the proteins interact).